From a dataset of Catalyst prediction with 721,799 reactions and 888 catalyst types from USPTO. Predict which catalyst facilitates the given reaction. (1) The catalyst class is: 7. Reactant: [C:1]([N:5]1[C:9](=[O:10])[CH:8]=[C:7]([C:11]2[CH:16]=[CH:15][C:14]([CH2:17][OH:18])=[CH:13][CH:12]=2)[S:6]1(=[O:20])=[O:19])([CH3:4])([CH3:3])[CH3:2].[BH4-].[Li+]. Product: [C:1]([N:5]1[C:9](=[O:10])[CH2:8][CH:7]([C:11]2[CH:16]=[CH:15][C:14]([CH2:17][OH:18])=[CH:13][CH:12]=2)[S:6]1(=[O:20])=[O:19])([CH3:4])([CH3:2])[CH3:3]. (2) Reactant: [CH3:1][O:2][C:3]1[C:8]([C:9]2[CH:14]=[CH:13][C:12]([O:15][C:16]3[CH:21]=[CH:20][N:19]=[C:18]([C:22]4[CH:23]=[N:24][N:25]([CH3:27])[CH:26]=4)[CH:17]=3)=[C:11]([CH3:28])[N:10]=2)=[CH:7][N:6]=[C:5](SC)[N:4]=1.C1C=C(Cl)C=C(C(OO)=O)C=1.[NH:42]1[CH2:46][CH2:45][CH2:44][CH2:43]1. Product: [CH3:1][O:2][C:3]1[C:8]([C:9]2[CH:14]=[CH:13][C:12]([O:15][C:16]3[CH:21]=[CH:20][N:19]=[C:18]([C:22]4[CH:23]=[N:24][N:25]([CH3:27])[CH:26]=4)[CH:17]=3)=[C:11]([CH3:28])[N:10]=2)=[CH:7][N:6]=[C:5]([N:42]2[CH2:46][CH2:45][CH2:44][CH2:43]2)[N:4]=1. The catalyst class is: 2. (3) Reactant: [C:1]([C:4]1[CH:12]=[CH:11][C:7]([C:8]([NH2:10])=[O:9])=[CH:6][CH:5]=1)(=[O:3])[CH3:2].[N:13]1([CH2:19][CH2:20][O:21][C:22]2[CH:29]=[C:28]([O:30][CH3:31])[C:27]([C:32]3[S:33][CH:34]=[CH:35][CH:36]=3)=[CH:26][C:23]=2[CH:24]=O)[CH2:18][CH2:17][O:16][CH2:15][CH2:14]1.C[O-].[Li+]. Product: [CH3:31][O:30][C:28]1[C:27]([C:32]2[S:33][CH:34]=[CH:35][CH:36]=2)=[CH:26][C:23](/[CH:24]=[CH:2]/[C:1]([C:4]2[CH:12]=[CH:11][C:7]([C:8]([NH2:10])=[O:9])=[CH:6][CH:5]=2)=[O:3])=[C:22]([O:21][CH2:20][CH2:19][N:13]2[CH2:14][CH2:15][O:16][CH2:17][CH2:18]2)[CH:29]=1. The catalyst class is: 121. (4) Reactant: [CH:1]12[CH2:10][CH:5]3[CH2:6][CH:7]([CH2:9][CH:3]([CH2:4]3)[CH:2]1[N:11]1[C:14](=[O:15])[CH2:13][N:12]1C(OCC1C=CC=CC=1)=O)[CH2:8]2. Product: [CH:1]12[CH2:8][CH:7]3[CH2:6][CH:5]([CH2:4][CH:3]([CH2:9]3)[CH:2]1[N:11]1[C:14](=[O:15])[CH2:13][NH:12]1)[CH2:10]2. The catalyst class is: 457. (5) Reactant: [CH3:1][C:2]1[CH:3]=[CH:4][C:5]([C:21]([NH:23][C:24]2[CH:25]=[C:26]([C:36]([F:39])([F:38])[F:37])[CH:27]=[C:28]([N:30]3[CH:34]=[N:33][C:32]([CH3:35])=[CH:31]3)[CH:29]=2)=[O:22])=[CH:6][C:7]=1[NH:8][C:9]1[N:10]=[CH:11][CH:12]=[C:13]([C:15]2[CH:16]=[CH:17][CH:18]=[N:19][CH:20]=2)[N:14]=1.[ClH:40]. Product: [CH3:1][C:2]1[CH:3]=[CH:4][C:5]([C:21]([NH:23][C:24]2[CH:25]=[C:26]([C:36]([F:38])([F:39])[F:37])[CH:27]=[C:28]([N:30]3[CH:34]=[N:33][C:32]([CH3:35])=[CH:31]3)[CH:29]=2)=[O:22])=[CH:6][C:7]=1[NH:8][C:9]1[N:10]=[CH:11][CH:12]=[C:13]([C:15]2[CH:16]=[CH:17][CH:18]=[N:19][CH:20]=2)[N:14]=1.[ClH:40]. The catalyst class is: 51. (6) Reactant: [C:1]1([C:7]([C:10]2[NH:18][C:13]3=[CH:14][N:15]=[CH:16][CH:17]=[C:12]3[CH:11]=2)=[N:8][OH:9])[CH:6]=[CH:5][CH:4]=[CH:3][CH:2]=1.[H-].[Na+].Br[CH2:22][C:23]([O:25][C:26]([CH3:29])([CH3:28])[CH3:27])=[O:24]. Product: [C:1]1([C:7](=[N:8][O:9][CH2:22][C:23]([O:25][C:26]([CH3:29])([CH3:28])[CH3:27])=[O:24])[C:10]2[NH:18][C:13]3=[CH:14][N:15]=[CH:16][CH:17]=[C:12]3[CH:11]=2)[CH:2]=[CH:3][CH:4]=[CH:5][CH:6]=1. The catalyst class is: 9. (7) Reactant: [CH3:1][O:2][C:3]([C:5]1[S:6][C:7]([C:10]#[C:11][CH2:12][CH2:13][OH:14])=[CH:8][CH:9]=1)=[O:4]. Product: [CH3:1][O:2][C:3]([C:5]1[S:6][C:7]([CH2:10][CH2:11][CH2:12][CH2:13][OH:14])=[CH:8][CH:9]=1)=[O:4]. The catalyst class is: 43.